This data is from Experimentally validated miRNA-target interactions with 360,000+ pairs, plus equal number of negative samples. The task is: Binary Classification. Given a miRNA mature sequence and a target amino acid sequence, predict their likelihood of interaction. The miRNA is hsa-miR-4694-3p with sequence CAAAUGGACAGGAUAACACCU. The protein sequence of the target gene is MALKNINYLLIFYLSFSLLIYIKNSFCNKNNTRCLSNSCQNNSTCKDFSKDNDCSCSDTANNLDKDCDNMKDPCFSNPCQGSATCVNTPGERSFLCKCPPGYSGTICETTIGSCGKNSCQHGGICHQDPIYPVCICPAGYAGRFCEIDHDECASSPCQNGAVCQDGIDGYSCFCVPGYQGRHCDLEVDECASDPCKNEATCLNEIGRYTCICPHNYSGVNCELEIDECWSQPCLNGATCQDALGAYFCDCAPGFLGDHCELNTDECASQPCLHGGLCVDGENRYSCNCTGSGFTGTHCET.... Result: 0 (no interaction).